Dataset: Reaction yield outcomes from USPTO patents with 853,638 reactions. Task: Predict the reaction yield, written as a fraction of the theoretical maximum amount of product (1.0 means a 100% yield; for example, 0.34 means a 34% yield). (1) The reactants are [BH4-].[Li+].[F:3][C:4]([F:18])([F:17])[CH:5]([C:7]1[CH:8]=[C:9]([CH:14]=[CH:15][CH:16]=1)[C:10](OC)=[O:11])[OH:6]. The catalyst is O1CCCC1. The product is [F:3][C:4]([F:17])([F:18])[CH:5]([C:7]1[CH:16]=[CH:15][CH:14]=[C:9]([CH2:10][OH:11])[CH:8]=1)[OH:6]. The yield is 0.530. (2) The reactants are [CH:1]([CH:4]1[CH2:8][N:7](S(C2C=CC(C)=CC=2)(=O)=O)[C:6]([C:19]([OH:21])=[O:20])=[CH:5]1)([CH3:3])[CH3:2].[CH2:22]1CCN2C(=NCCC2)CC1. The catalyst is C1(C)C=CC=CC=1.C(OCC)C. The product is [CH3:22][O:21][C:19]([C:6]1[NH:7][CH:8]=[C:4]([CH:1]([CH3:3])[CH3:2])[CH:5]=1)=[O:20]. The yield is 0.650. (3) The reactants are [Cl:1][C:2]1[CH:3]=[C:4]([C@H:9]2[C:18]3[C:13](=[CH:14][CH:15]=[CH:16][CH:17]=3)/[C:12](=[N:19]\O)/[C:11]([CH3:22])([CH3:21])[CH2:10]2)[CH:5]=[CH:6][C:7]=1[Cl:8]. The catalyst is C(O)(=O)C.[Pd]. The product is [Cl:1][C:2]1[CH:3]=[C:4]([C@H:9]2[C:18]3[C:13](=[CH:14][CH:15]=[CH:16][CH:17]=3)[C@H:12]([NH2:19])[C:11]([CH3:22])([CH3:21])[CH2:10]2)[CH:5]=[CH:6][C:7]=1[Cl:8]. The yield is 0.440. (4) The reactants are Cl.[CH3:2][CH:3]1[C:8](=[O:9])[CH2:7][CH2:6][NH:5][CH2:4]1.N1C=CC=CC=1.[F:16][C:17]([F:28])([F:27])[C:18](O[C:18](=[O:19])[C:17]([F:28])([F:27])[F:16])=[O:19]. The catalyst is C(Cl)Cl. The product is [F:16][C:17]([F:28])([F:27])[C:18]([N:5]1[CH2:6][CH2:7][C:8](=[O:9])[CH:3]([CH3:2])[CH2:4]1)=[O:19]. The yield is 0.950. (5) The reactants are [Cl:1][C:2]1[CH:3]=[N:4][N:5]([CH3:16])[C:6]=1[C:7]1[CH:8]=[C:9]([C:13]([OH:15])=O)[O:10][C:11]=1[CH3:12].[NH2:17][C@@H:18]([CH2:31][C:32]1[CH:37]=[CH:36][C:35]([F:38])=[C:34]([F:39])[CH:33]=1)[CH2:19][N:20]1[C:28](=[O:29])[C:27]2[C:22](=[CH:23][CH:24]=[CH:25][CH:26]=2)[C:21]1=[O:30].C(N(CC)C(C)C)(C)C.F[P-](F)(F)(F)(F)F.Br[P+](N1CCCC1)(N1CCCC1)N1CCCC1. The catalyst is C(Cl)Cl. The product is [Cl:1][C:2]1[CH:3]=[N:4][N:5]([CH3:16])[C:6]=1[C:7]1[CH:8]=[C:9]([C:13]([NH:17][C@H:18]([CH2:19][N:20]2[C:21](=[O:30])[C:22]3[C:27](=[CH:26][CH:25]=[CH:24][CH:23]=3)[C:28]2=[O:29])[CH2:31][C:32]2[CH:37]=[CH:36][C:35]([F:38])=[C:34]([F:39])[CH:33]=2)=[O:15])[O:10][C:11]=1[CH3:12]. The yield is 0.570.